From a dataset of Reaction yield outcomes from USPTO patents with 853,638 reactions. Predict the reaction yield, written as a fraction of the theoretical maximum amount of product (1.0 means a 100% yield; for example, 0.34 means a 34% yield). (1) The reactants are [C:1]1([N:7]2[N:11]=[C:10]([CH2:12][C:13]#[N:14])[C:9]([CH2:15][CH3:16])=[N:8]2)[CH:6]=[CH:5][CH:4]=[CH:3][CH:2]=1.C([O:19][C:20]([C:22]1[N:26]([CH3:27])[N:25]=[C:24]([CH3:28])[C:23]=1[CH3:29])=O)C.C(OCCOCCO)C.[Na].Cl. The catalyst is O.COCCOCCOC.CCCCCCC. The product is [O:19]=[C:20]([C:22]1[N:26]([CH3:27])[N:25]=[C:24]([CH3:28])[C:23]=1[CH3:29])[CH:12]([C:10]1[C:9]([CH2:15][CH3:16])=[N:8][N:7]([C:1]2[CH:6]=[CH:5][CH:4]=[CH:3][CH:2]=2)[N:11]=1)[C:13]#[N:14]. The yield is 0.900. (2) The reactants are [N:1]1[N:5]2[CH:6]=[CH:7][C:8]([C:10]([OH:12])=O)=[CH:9][C:4]2=[CH:3][CH:2]=1.[N:13]1([S:19]([C:22]2[CH:29]=[CH:28][C:25]([CH2:26][NH2:27])=[CH:24][CH:23]=2)(=[O:21])=[O:20])[CH2:18][CH2:17][CH2:16][CH2:15][CH2:14]1.CCN(C(C)C)C(C)C.CCN=C=NCCCN(C)C.Cl.C1C=CC2N(O)N=NC=2C=1. The catalyst is CN(C=O)C. The product is [N:13]1([S:19]([C:22]2[CH:29]=[CH:28][C:25]([CH2:26][NH:27][C:10]([C:8]3[CH:7]=[CH:6][N:5]4[N:1]=[CH:2][CH:3]=[C:4]4[CH:9]=3)=[O:12])=[CH:24][CH:23]=2)(=[O:21])=[O:20])[CH2:14][CH2:15][CH2:16][CH2:17][CH2:18]1. The yield is 0.450. (3) The reactants are [Si]([O:8][CH2:9][C:10]1[CH:14]=[N:13][N:12]([CH2:15][C@@H:16]2[C@H:19]([NH:20][C:21](=[O:30])[O:22][CH2:23][C:24]3[CH:29]=[CH:28][CH:27]=[CH:26][CH:25]=3)[C:18](=[O:31])[NH:17]2)[N:11]=1)(C(C)(C)C)(C)C.CCCC[N+](CCCC)(CCCC)CCCC.[F-]. The catalyst is C1COCC1. The product is [OH:8][CH2:9][C:10]1[CH:14]=[N:13][N:12]([CH2:15][C@@H:16]2[C@H:19]([NH:20][C:21](=[O:30])[O:22][CH2:23][C:24]3[CH:29]=[CH:28][CH:27]=[CH:26][CH:25]=3)[C:18](=[O:31])[NH:17]2)[N:11]=1. The yield is 0.850. (4) The reactants are C(N(CC)CC)C.Br.Br[CH:10]([C:21]1[CH:26]=[CH:25][N:24]=[C:23]([O:27][CH2:28][C:29]2[CH:34]=[CH:33][CH:32]=[CH:31][CH:30]=2)[CH:22]=1)[C:11]([C:13]1[CH:18]=[C:17]([CH3:19])[CH:16]=[C:15]([CH3:20])[CH:14]=1)=O.[NH2:35][C:36]([NH2:38])=[S:37]. The catalyst is C(#N)C. The product is [CH3:20][C:15]1[CH:14]=[C:13]([C:11]2[N:35]=[C:36]([NH2:38])[S:37][C:10]=2[C:21]2[CH:26]=[CH:25][N:24]=[C:23]([O:27][CH2:28][C:29]3[CH:34]=[CH:33][CH:32]=[CH:31][CH:30]=3)[CH:22]=2)[CH:18]=[C:17]([CH3:19])[CH:16]=1. The yield is 0.530. (5) The reactants are [CH:1]([N:4]1[CH2:9][CH2:8][N:7]([C:10]([C:12]2[CH:13]=[C:14]3[C:18](=[CH:19][CH:20]=2)[NH:17][C:16]([C:21]([N:23]2[CH2:28][CH2:27][N:26]([S:29]([CH3:32])(=[O:31])=[O:30])[CH2:25][CH2:24]2)=[O:22])=[CH:15]3)=[O:11])[CH2:6][CH2:5]1)([CH3:3])[CH3:2].[CH:33]1(S(N2CCNCC2)(=O)=O)C[CH2:34]1. No catalyst specified. The product is [CH:32]1([S:29]([N:26]2[CH2:25][CH2:24][N:23]([C:21]([C:16]3[NH:17][C:18]4[C:14]([CH:15]=3)=[CH:13][C:12]([C:10]([N:7]3[CH2:8][CH2:9][N:4]([CH:1]([CH3:3])[CH3:2])[CH2:5][CH2:6]3)=[O:11])=[CH:20][CH:19]=4)=[O:22])[CH2:28][CH2:27]2)(=[O:30])=[O:31])[CH2:34][CH2:33]1. The yield is 0.930.